Task: Predict which catalyst facilitates the given reaction.. Dataset: Catalyst prediction with 721,799 reactions and 888 catalyst types from USPTO (1) Reactant: [C:1]([C:4]1[C:12]2[C:7](=[CH:8][N:9]=[C:10]([C:13]3[CH:14]=[N:15][CH:16]=[N:17][CH:18]=3)[CH:11]=2)[N:6]([CH2:19][C:20](O)=[O:21])[N:5]=1)(=[O:3])[NH2:2].CN(C(ON1N=NC2C=CC=NC1=2)=[N+](C)C)C.F[P-](F)(F)(F)(F)F.Cl.[Cl:48][C:49]1[CH:54]=[CH:53][CH:52]=[CH:51][C:50]=1[C:55]1[CH:60]=[CH:59][CH:58]=[C:57]([NH:61][C:62]([C@@H:64]2[CH2:68][C@@H:67]([F:69])[CH2:66][NH:65]2)=[O:63])[C:56]=1[F:70].CCN(C(C)C)C(C)C. Product: [Cl:48][C:49]1[CH:54]=[CH:53][CH:52]=[CH:51][C:50]=1[C:55]1[CH:60]=[CH:59][CH:58]=[C:57]([NH:61][C:62]([C@@H:64]2[CH2:68][C@@H:67]([F:69])[CH2:66][N:65]2[C:20](=[O:21])[CH2:19][N:6]2[C:7]3=[CH:8][N:9]=[C:10]([C:13]4[CH:14]=[N:15][CH:16]=[N:17][CH:18]=4)[CH:11]=[C:12]3[C:4]([C:1]([NH2:2])=[O:3])=[N:5]2)=[O:63])[C:56]=1[F:70]. The catalyst class is: 3. (2) Reactant: [Si]([O:8][C:9]1[CH:10]=[C:11]2[C:16](=[CH:17][CH:18]=1)[CH:15]=[C:14]([C:19]#[C:20][CH2:21][CH2:22][NH:23][C:24](=[O:33])[O:25][CH2:26][C:27]1[CH:32]=[CH:31][CH:30]=[CH:29][CH:28]=1)[CH:13]=[CH:12]2)(C(C)(C)C)(C)C.[F-].C([N+](CCCC)(CCCC)CCCC)CCC. Product: [OH:8][C:9]1[CH:10]=[C:11]2[C:16](=[CH:17][CH:18]=1)[CH:15]=[C:14]([C:19]#[C:20][CH2:21][CH2:22][NH:23][C:24](=[O:33])[O:25][CH2:26][C:27]1[CH:28]=[CH:29][CH:30]=[CH:31][CH:32]=1)[CH:13]=[CH:12]2. The catalyst class is: 1.